Dataset: Reaction yield outcomes from USPTO patents with 853,638 reactions. Task: Predict the reaction yield, written as a fraction of the theoretical maximum amount of product (1.0 means a 100% yield; for example, 0.34 means a 34% yield). The reactants are NC(N)=S.[CH3:5][N:6]([CH3:19])[S:7]([C:10]1[C:15]([Cl:16])=[CH:14][CH:13]=[C:12]([NH2:17])[C:11]=1[OH:18])(=[O:9])=[O:8].[CH3:20][C:21]1[C:26]([F:27])=[CH:25][CH:24]=[CH:23][C:22]=1[N:28]=[C:29]=[S:30]. No catalyst specified. The product is [Cl:16][C:15]1[CH:14]=[CH:13][C:12]([NH:17][C:29]([NH:28][C:22]2[CH:23]=[CH:24][CH:25]=[C:26]([F:27])[C:21]=2[CH3:20])=[S:30])=[C:11]([OH:18])[C:10]=1[S:7]([N:6]([CH3:19])[CH3:5])(=[O:9])=[O:8]. The yield is 0.610.